This data is from Catalyst prediction with 721,799 reactions and 888 catalyst types from USPTO. The task is: Predict which catalyst facilitates the given reaction. (1) Reactant: [OH-].[Na+].[NH2:3][CH:4]([C:6]([OH:8])=[O:7])[CH3:5].[C:9](Cl)(=[O:16])[C:10]1[CH:15]=[CH:14][CH:13]=[CH:12][CH:11]=1.Cl. Product: [C:9]([NH:3][C@H:4]([C:6]([OH:8])=[O:7])[CH3:5])(=[O:16])[C:10]1[CH:15]=[CH:14][CH:13]=[CH:12][CH:11]=1. The catalyst class is: 6. (2) Reactant: [OH-].[Na+].[CH2:3]([C:7]1[CH:8]=[C:9]2[N:14]([C:15]=1[C:16]([C:18]1[CH:23]=[CH:22][C:21]([CH2:24][CH2:25][CH2:26][N:27]([CH2:32][CH2:33][CH2:34][CH3:35])[CH2:28][CH2:29][CH2:30][CH3:31])=[CH:20][CH:19]=1)=[O:17])[CH:13]=[CH:12][C:11]([C:36]([N:38]([CH2:44][CH3:45])[CH2:39][C:40]([O:42]C)=[O:41])=[O:37])=[CH:10]2)[CH2:4][CH2:5][CH3:6].[ClH:46]. Product: [ClH:46].[CH2:3]([C:7]1[CH:8]=[C:9]2[N:14]([C:15]=1[C:16]([C:18]1[CH:23]=[CH:22][C:21]([CH2:24][CH2:25][CH2:26][N:27]([CH2:32][CH2:33][CH2:34][CH3:35])[CH2:28][CH2:29][CH2:30][CH3:31])=[CH:20][CH:19]=1)=[O:17])[CH:13]=[CH:12][C:11]([C:36]([N:38]([CH2:44][CH3:45])[CH2:39][C:40]([OH:42])=[O:41])=[O:37])=[CH:10]2)[CH2:4][CH2:5][CH3:6]. The catalyst class is: 12. (3) Reactant: [CH3:1][C:2]([CH3:30])([CH3:29])[CH2:3][NH:4][C:5]([C:7]1[CH:8]=[C:9]([C:26]([OH:28])=O)[C:10]([C:13]2[CH:18]=[C:17]([C:19]([NH:21][CH2:22][CH2:23][OH:24])=[O:20])[CH:16]=[CH:15][C:14]=2[CH3:25])=[CH:11][CH:12]=1)=[O:6].C[N:32](C(ON1N=NC2C=CC=CC1=2)=[N+](C)C)C.F[P-](F)(F)(F)(F)F.CCN(CC)CC.N. Product: [CH3:30][C:2]([CH3:1])([CH3:29])[CH2:3][NH:4][C:5]([C:7]1[CH:8]=[C:9]([C:26]([NH2:32])=[O:28])[C:10]([C:13]2[C:14]([CH3:25])=[CH:15][CH:16]=[C:17]([C:19]([NH:21][CH2:22][CH2:23][OH:24])=[O:20])[CH:18]=2)=[CH:11][CH:12]=1)=[O:6]. The catalyst class is: 3. (4) Reactant: Cl[C:2]1[CH:7]=[C:6]([NH:8][C:9]([NH:11][CH2:12][CH3:13])=[O:10])[N:5]=[CH:4][C:3]=1[C:14]1[CH:15]=[N:16][CH:17]=[C:18]([C:20]([O:22][CH2:23][CH3:24])=[O:21])[CH:19]=1.[O:25]1[CH2:30][CH2:29][N:28]([C:31]2[CH:36]=[CH:35][C:34](B(O)O)=[CH:33][CH:32]=2)[CH2:27][CH2:26]1.C(Cl)Cl. Product: [CH2:12]([NH:11][C:9](=[O:10])[NH:8][C:6]1[N:5]=[CH:4][C:3]([C:14]2[CH:15]=[N:16][CH:17]=[C:18]([C:20]([O:22][CH2:23][CH3:24])=[O:21])[CH:19]=2)=[C:2]([C:34]2[CH:33]=[CH:32][C:31]([N:28]3[CH2:27][CH2:26][O:25][CH2:30][CH2:29]3)=[CH:36][CH:35]=2)[CH:7]=1)[CH3:13]. The catalyst class is: 6. (5) Reactant: C[O-].[Na+:3].[CH:4]1([CH:7]([C:12]2[CH:17]=[CH:16][CH:15]=[C:14]([CH2:18][O:19][C:20]3[CH:25]=[CH:24][C:23]([C:26]4[CH:31]=[C:30]([O:32][CH3:33])[CH:29]=[CH:28][C:27]=4[F:34])=[C:22]([CH2:35][C:36]([CH3:39])([CH3:38])[CH3:37])[CH:21]=3)[CH:13]=2)[CH2:8][C:9]([OH:11])=[O:10])[CH2:6][CH2:5]1. Product: [CH:4]1([CH:7]([C:12]2[CH:17]=[CH:16][CH:15]=[C:14]([CH2:18][O:19][C:20]3[CH:25]=[CH:24][C:23]([C:26]4[CH:31]=[C:30]([O:32][CH3:33])[CH:29]=[CH:28][C:27]=4[F:34])=[C:22]([CH2:35][C:36]([CH3:39])([CH3:38])[CH3:37])[CH:21]=3)[CH:13]=2)[CH2:8][C:9]([O-:11])=[O:10])[CH2:5][CH2:6]1.[Na+:3]. The catalyst class is: 5. (6) Reactant: [NH2:1][C:2]1[C:10]([Cl:11])=[CH:9][C:5]([C:6](O)=[O:7])=[C:4]([O:12][CH3:13])[CH:3]=1.S(N)([NH2:17])(=O)=O. Product: [NH2:1][C:2]1[C:10]([Cl:11])=[CH:9][C:5]([C:6]([NH2:17])=[O:7])=[C:4]([O:12][CH3:13])[CH:3]=1. The catalyst class is: 17. (7) Reactant: [CH:1]([NH:4]/[C:5](/SC)=[CH:6]/[C:7]#[N:8])([CH3:3])[CH3:2].O.[NH2:12][NH2:13]. Product: [CH:1]([NH:4][C:5]1[CH:6]=[C:7]([NH2:8])[NH:13][N:12]=1)([CH3:3])[CH3:2]. The catalyst class is: 14.